From a dataset of Forward reaction prediction with 1.9M reactions from USPTO patents (1976-2016). Predict the product of the given reaction. (1) Given the reactants I[CH2:2][CH:3]1[CH2:12][CH2:11][C:6]2([O:10][CH2:9][CH2:8][O:7]2)[CH2:5][CH2:4]1.[C:13]1([N:19]2[C:23]([SH:24])=[N:22][N:21]=[N:20]2)[CH:18]=[CH:17][CH:16]=[CH:15][CH:14]=1.[OH-].[K+].O, predict the reaction product. The product is: [O:10]1[C:6]2([CH2:11][CH2:12][CH:3]([CH2:2][S:24][C:23]3[N:19]([C:13]4[CH:18]=[CH:17][CH:16]=[CH:15][CH:14]=4)[N:20]=[N:21][N:22]=3)[CH2:4][CH2:5]2)[O:7][CH2:8][CH2:9]1. (2) The product is: [CH2:1]([O:8][N:9]1[C:15](=[O:16])[N:14]2[CH2:17][C@H:10]1[CH2:11][CH2:12][C@H:13]2[C:18]([NH:21][O:22][CH:23]1[CH2:24][CH2:25][N:26]([C:29]([NH:38][C:39](=[O:45])[O:40][C:41]([CH3:44])([CH3:43])[CH3:42])=[N:30][C:31](=[O:37])[O:32][C:33]([CH3:35])([CH3:36])[CH3:34])[CH2:27][CH2:28]1)=[O:20])[C:2]1[CH:3]=[CH:4][CH:5]=[CH:6][CH:7]=1. Given the reactants [CH2:1]([O:8][N:9]1[C:15](=[O:16])[N:14]2[CH2:17][C@H:10]1[CH2:11][CH2:12][C@H:13]2[C:18]([OH:20])=O)[C:2]1[CH:7]=[CH:6][CH:5]=[CH:4][CH:3]=1.[NH2:21][O:22][CH:23]1[CH2:28][CH2:27][N:26]([C:29]([NH:38][C:39](=[O:45])[O:40][C:41]([CH3:44])([CH3:43])[CH3:42])=[N:30][C:31](=[O:37])[O:32][C:33]([CH3:36])([CH3:35])[CH3:34])[CH2:25][CH2:24]1.ON1C2C=CC=CC=2N=N1.Cl.C(N=C=NCCCN(C)C)C, predict the reaction product. (3) Given the reactants CC([C:5]1([N:13]([CH2:17][C:18]2[CH:23]=[CH:22][C:21](Br)=[CH:20][CH:19]=2)[C:14](=[O:16])[O-:15])[CH2:10][CH2:9][C:8]([CH3:12])([CH3:11])[CH2:7][CH2:6]1)(C)C.[CH3:25][O:26][C:27]([C:29]1[CH:30]=[C:31](B(O)O)[CH:32]=[CH:33][CH:34]=1)=[O:28], predict the reaction product. The product is: [CH3:11][C:8]1([CH3:12])[CH2:9][CH2:10][CH:5]([N:13]([CH2:17][C:18]2[CH:23]=[CH:22][C:21]([C:31]3[CH:32]=[CH:33][CH:34]=[C:29]([C:27]([O:26][CH3:25])=[O:28])[CH:30]=3)=[CH:20][CH:19]=2)[C:14]([O:15][C:8]([CH3:11])([CH3:9])[CH3:7])=[O:16])[CH2:6][CH2:7]1. (4) Given the reactants [NH2:1][C:2]1[CH:3]=[C:4]2[C:8](=[CH:9][CH:10]=1)[N:7]([CH:11]([C:18]1[CH:23]=[CH:22][CH:21]=[CH:20][CH:19]=1)[C:12]1[CH:17]=[CH:16][CH:15]=[CH:14][CH:13]=1)[C:6]([C:24]([O:26]CC)=[O:25])=[C:5]2[C:29]1[CH:34]=[CH:33][CH:32]=[CH:31][CH:30]=1.[CH3:35][S:36](Cl)(=[O:38])=[O:37], predict the reaction product. The product is: [CH:11]([N:7]1[C:8]2[C:4](=[CH:3][C:2]([NH:1][S:36]([CH3:35])(=[O:38])=[O:37])=[CH:10][CH:9]=2)[C:5]([C:29]2[CH:30]=[CH:31][CH:32]=[CH:33][CH:34]=2)=[C:6]1[C:24]([OH:26])=[O:25])([C:12]1[CH:13]=[CH:14][CH:15]=[CH:16][CH:17]=1)[C:18]1[CH:23]=[CH:22][CH:21]=[CH:20][CH:19]=1. (5) Given the reactants [CH3:1][N:2]1[CH:6]=[C:5]([C:7](=O)[CH2:8][C:9]2[CH:14]=[CH:13][CH:12]=[CH:11][CH:10]=2)[CH:4]=[N:3]1.[N:16]1[NH:17][N:18]=[N:19][C:20]=1[C:21]1[CH:28]=[CH:27][C:24]([CH:25]=O)=[CH:23][CH:22]=1.[CH3:29][C:30]1(C)[O:37]C(=O)CC(=O)O1.C([O-])(C)=O.[NH4+:43], predict the reaction product. The product is: [N:16]1[NH:17][N:18]=[N:19][C:20]=1[C:21]1[CH:28]=[CH:27][C:24]([CH:25]2[C:8]([C:9]3[CH:14]=[CH:13][CH:12]=[CH:11][CH:10]=3)=[C:7]([C:5]3[CH:4]=[N:3][N:2]([CH3:1])[CH:6]=3)[NH:43][C:30](=[O:37])[CH2:29]2)=[CH:23][CH:22]=1.